This data is from Forward reaction prediction with 1.9M reactions from USPTO patents (1976-2016). The task is: Predict the product of the given reaction. (1) Given the reactants [NH2:1][CH2:2][C@H:3]([CH3:31])[O:4][C:5]1[CH:14]=[CH:13][CH:12]=[C:11]2[C:6]=1[C:7]([NH:15][C:16]1[CH:21]=[CH:20][C:19]([O:22][CH2:23][C:24]3[CH:29]=[CH:28][CH:27]=[CH:26][N:25]=3)=[C:18]([Cl:30])[CH:17]=1)=[N:8][CH:9]=[N:10]2.[C:32](O)(=[O:34])[CH3:33], predict the reaction product. The product is: [Cl:30][C:18]1[CH:17]=[C:16]([NH:15][C:7]2[C:6]3[C:11](=[CH:12][CH:13]=[CH:14][C:5]=3[O:4][C@@H:3]([CH3:31])[CH2:2][NH:1][C:32](=[O:34])[CH3:33])[N:10]=[CH:9][N:8]=2)[CH:21]=[CH:20][C:19]=1[O:22][CH2:23][C:24]1[CH:29]=[CH:28][CH:27]=[CH:26][N:25]=1. (2) Given the reactants [Br:1][C:2]1[CH:3]=[CH:4][C:5]([NH2:8])=[N:6][CH:7]=1.C(N(C(C)C)CC)(C)C.[C:18]1([O:24][C:25](Cl)=[O:26])[CH:23]=[CH:22][CH:21]=[CH:20][CH:19]=1.O, predict the reaction product. The product is: [Br:1][C:2]1[CH:3]=[CH:4][C:5]([NH:8][C:25](=[O:26])[O:24][C:18]2[CH:23]=[CH:22][CH:21]=[CH:20][CH:19]=2)=[N:6][CH:7]=1. (3) Given the reactants C(OC(=O)[NH:7][C:8]1[CH:9]=[CH:10][C:11]2[CH:15]=[C:14]([C:16]3[C:21]([CH3:22])=[CH:20][N:19]=[C:18]([NH:23][CH2:24][CH2:25][CH2:26][N:27]4[CH2:32][CH2:31][N:30]([CH3:33])[CH2:29][CH2:28]4)[N:17]=3)[S:13][C:12]=2[CH:34]=1)(C)(C)C.C(O)(C(F)(F)F)=O.CO, predict the reaction product. The product is: [NH2:7][C:8]1[CH:9]=[CH:10][C:11]2[CH:15]=[C:14]([C:16]3[C:21]([CH3:22])=[CH:20][N:19]=[C:18]([NH:23][CH2:24][CH2:25][CH2:26][N:27]4[CH2:32][CH2:31][N:30]([CH3:33])[CH2:29][CH2:28]4)[N:17]=3)[S:13][C:12]=2[CH:34]=1. (4) The product is: [NH3:4].[CH2:33]([NH:40][C:10](=[O:12])[C:9]1[CH:13]=[CH:14][CH:15]=[C:7]([CH2:6][C@H:5]([NH:4][CH2:3][C@H:2]([OH:1])[C:17]2[CH:22]=[CH:21][C:20]([OH:23])=[C:19]([CH2:24][OH:25])[CH:18]=2)[CH3:16])[CH:8]=1)[C:34]1[CH:39]=[CH:38][CH:37]=[CH:36][CH:35]=1. Given the reactants [OH:1][C@H:2]([C:17]1[CH:22]=[CH:21][C:20]([OH:23])=[C:19]([CH2:24][OH:25])[CH:18]=1)[CH2:3][NH:4][C@H:5]([CH3:16])[CH2:6][C:7]1[CH:8]=[C:9]([CH:13]=[CH:14][CH:15]=1)[C:10]([OH:12])=O.C(N(CC)CC)C.[CH2:33]([NH2:40])[C:34]1[CH:39]=[CH:38][CH:37]=[CH:36][CH:35]=1.C1C=CC2N(O)N=NC=2C=1, predict the reaction product.